Dataset: Catalyst prediction with 721,799 reactions and 888 catalyst types from USPTO. Task: Predict which catalyst facilitates the given reaction. (1) Reactant: [C:1]([NH:20][CH2:21][C:22]1[O:23][CH2:24][CH2:25][CH2:26][CH:27]=1)([C:14]1[CH:19]=[CH:18][CH:17]=[CH:16][CH:15]=1)([C:8]1[CH:13]=[CH:12][CH:11]=[CH:10][CH:9]=1)[C:2]1[CH:7]=[CH:6][CH:5]=[CH:4][CH:3]=1.[OH-:28].[Na+].OO. Product: [C:1]([NH:20][CH2:21][CH:22]1[CH:27]([OH:28])[CH2:26][CH2:25][CH2:24][O:23]1)([C:8]1[CH:13]=[CH:12][CH:11]=[CH:10][CH:9]=1)([C:14]1[CH:15]=[CH:16][CH:17]=[CH:18][CH:19]=1)[C:2]1[CH:3]=[CH:4][CH:5]=[CH:6][CH:7]=1. The catalyst class is: 7. (2) Reactant: [F:1][C:2]1[CH:3]=[C:4]2[C:8](=[CH:9][CH:10]=1)[NH:7][N:6]=[C:5]2[I:11].Br[CH2:13][CH:14]([OH:16])[CH3:15].[Si:17](Cl)([C:20]([CH3:23])([CH3:22])[CH3:21])([CH3:19])[CH3:18]. Product: [O:16]([CH:14]([CH3:15])[CH2:13][N:7]1[C:8]2[C:4](=[CH:3][C:2]([F:1])=[CH:10][CH:9]=2)[C:5]([I:11])=[N:6]1)[Si:17]([C:20]([CH3:23])([CH3:22])[CH3:21])([CH3:19])[CH3:18]. The catalyst class is: 79.